Task: Predict which catalyst facilitates the given reaction.. Dataset: Catalyst prediction with 721,799 reactions and 888 catalyst types from USPTO Reactant: F[C:2]1[C:7]([C:8]2[N:16]=[C:15]([CH3:17])[N:14]=[C:13]3[C:9]=2[N:10]=[CH:11][N:12]3[CH:18]2[CH2:23][CH2:22][CH2:21][CH2:20][O:19]2)=[CH:6][CH:5]=[CH:4][N:3]=1.[NH2:24][C:25]1[CH:30]=[CH:29][C:28]([NH:31][C:32]([CH:34]2[CH2:36][CH2:35]2)=[O:33])=[CH:27][CH:26]=1.C[Si](N[Si](C)(C)C)(C)C.[Li].CO. Product: [CH3:17][C:15]1[N:14]=[C:13]2[C:9]([N:10]=[CH:11][N:12]2[CH:18]2[CH2:23][CH2:22][CH2:21][CH2:20][O:19]2)=[C:8]([C:7]2[C:2]([NH:24][C:25]3[CH:26]=[CH:27][C:28]([NH:31][C:32]([CH:34]4[CH2:35][CH2:36]4)=[O:33])=[CH:29][CH:30]=3)=[N:3][CH:4]=[CH:5][CH:6]=2)[N:16]=1. The catalyst class is: 76.